From a dataset of Reaction yield outcomes from USPTO patents with 853,638 reactions. Predict the reaction yield, written as a fraction of the theoretical maximum amount of product (1.0 means a 100% yield; for example, 0.34 means a 34% yield). (1) The reactants are Br[C:2]1[S:3][C:4]([Br:8])=[C:5]([Cl:7])[N:6]=1.O1CCOCC1.[CH3:15][O:16][C:17]1[CH:24]=[CH:23][C:20]([CH2:21][NH2:22])=[CH:19][CH:18]=1. No catalyst specified. The product is [CH3:15][O:16][C:17]1[CH:24]=[CH:23][C:20]([CH2:21][NH:22][C:2]2[S:3][C:4]([Br:8])=[C:5]([Cl:7])[N:6]=2)=[CH:19][CH:18]=1. The yield is 0.800. (2) The yield is 0.760. The product is [Cl:1][C:2]1[CH:3]=[C:4]([N:8]2[C:13](=[O:14])[C:12]([O:15][CH2:36][CH:37]([CH3:39])[CH3:38])=[C:11]([C:26]3[CH:27]=[CH:28][C:29]([S:32]([CH3:35])(=[O:33])=[O:34])=[CH:30][CH:31]=3)[CH:10]=[N:9]2)[CH:5]=[CH:6][CH:7]=1. The reactants are [Cl:1][C:2]1[CH:3]=[C:4]([N:8]2[C:13](=[O:14])[C:12]([O:15]S(C3C=CC(C)=CC=3)(=O)=O)=[C:11]([C:26]3[CH:31]=[CH:30][C:29]([S:32]([CH3:35])(=[O:34])=[O:33])=[CH:28][CH:27]=3)[CH:10]=[N:9]2)[CH:5]=[CH:6][CH:7]=1.[CH2:36](O)[CH:37]([CH3:39])[CH3:38].[H-].[Na+].O. The catalyst is C1COCC1. (3) The reactants are Br[C:2]1[C:6]2[CH:7]=[C:8]([O:11][CH3:12])[CH:9]=[CH:10][C:5]=2[O:4][C:3]=1[CH:13]([NH:20][C:21]1[CH:30]=[CH:29][C:24]([C:25]([O:27]C)=[O:26])=[CH:23][CH:22]=1)[CH:14]1[CH2:19][CH2:18][CH2:17][CH2:16][CH2:15]1.[CH3:31][N:32](C)C=O.[OH-].[Li+]. The catalyst is O1CCCC1.[C-]#N.[Zn+2].[C-]#N.C1C=CC([P]([Pd]([P](C2C=CC=CC=2)(C2C=CC=CC=2)C2C=CC=CC=2)([P](C2C=CC=CC=2)(C2C=CC=CC=2)C2C=CC=CC=2)[P](C2C=CC=CC=2)(C2C=CC=CC=2)C2C=CC=CC=2)(C2C=CC=CC=2)C2C=CC=CC=2)=CC=1.O.C(O)C. The product is [C:31]([C:2]1[C:6]2[CH:7]=[C:8]([O:11][CH3:12])[CH:9]=[CH:10][C:5]=2[O:4][C:3]=1[CH:13]([NH:20][C:21]1[CH:30]=[CH:29][C:24]([C:25]([OH:27])=[O:26])=[CH:23][CH:22]=1)[CH:14]1[CH2:19][CH2:18][CH2:17][CH2:16][CH2:15]1)#[N:32]. The yield is 0.940.